Dataset: Catalyst prediction with 721,799 reactions and 888 catalyst types from USPTO. Task: Predict which catalyst facilitates the given reaction. (1) Product: [C:1]([O:5][C:6]([N:8]1[CH2:11][CH:10]([CH2:12][NH:13][CH2:17][C:16]2[CH:19]=[CH:20][C:21]([Cl:23])=[CH:22][C:15]=2[Cl:14])[CH2:9]1)=[O:7])([CH3:4])([CH3:3])[CH3:2]. The catalyst class is: 26. Reactant: [C:1]([O:5][C:6]([N:8]1[CH2:11][CH:10]([CH2:12][NH2:13])[CH2:9]1)=[O:7])([CH3:4])([CH3:3])[CH3:2].[Cl:14][C:15]1[CH:22]=[C:21]([Cl:23])[CH:20]=[CH:19][C:16]=1[CH:17]=O.C(O)(=O)C.C(O[BH-](OC(=O)C)OC(=O)C)(=O)C.[Na+].[OH-].[Na+]. (2) Reactant: [CH2:1]([C@@H:8](/[CH:24]=[CH:25]/[CH2:26][C:27]([N:29]1[C@@H:33]([CH2:34][C:35]2[CH:40]=[CH:39][CH:38]=[CH:37][CH:36]=2)[CH2:32][O:31][C:30]1=[O:41])=[O:28])[C:9]([N:11]1[C@@H:15]([CH2:16][C:17]2[CH:22]=[CH:21][CH:20]=[CH:19][CH:18]=2)[CH2:14][O:13][C:12]1=[O:23])=[O:10])[C:2]1[CH:7]=[CH:6][CH:5]=[CH:4][CH:3]=1.[CH3:42][Si]([N-][Si](C)(C)C)(C)C.[Na+].CI.[NH4+].[Cl-]. Product: [CH2:1]([C@@H:8](/[CH:24]=[CH:25]/[C@H:26]([CH3:42])[C:27]([N:29]1[C@@H:33]([CH2:34][C:35]2[CH:36]=[CH:37][CH:38]=[CH:39][CH:40]=2)[CH2:32][O:31][C:30]1=[O:41])=[O:28])[C:9]([N:11]1[C@@H:15]([CH2:16][C:17]2[CH:22]=[CH:21][CH:20]=[CH:19][CH:18]=2)[CH2:14][O:13][C:12]1=[O:23])=[O:10])[C:2]1[CH:3]=[CH:4][CH:5]=[CH:6][CH:7]=1. The catalyst class is: 1. (3) Reactant: [N:1]#[C:2]Br.[O-]Cl.[Na+].[NH2:7][C:8]1[CH:13]=[CH:12][C:11]([N+:14]([O-:16])=[O:15])=[CH:10][C:9]=1[OH:17].[OH-].[Na+]. Product: [NH2:1][C:2]1[O:17][C:9]2[CH:10]=[C:11]([N+:14]([O-:16])=[O:15])[CH:12]=[CH:13][C:8]=2[N:7]=1. The catalyst class is: 30. (4) Reactant: C(OC(=O)[NH:7][C:8]1[C:13]2[S:14][C:15]([C:17]3[C:22]([F:23])=[CH:21][C:20]([C:24]#[N:25])=[CH:19][C:18]=3[Cl:26])=[N:16][C:12]=2[CH:11]=[CH:10][N:9]=1)(C)(C)C. Product: [NH2:7][C:8]1[C:13]2[S:14][C:15]([C:17]3[C:22]([F:23])=[CH:21][C:20]([C:24]#[N:25])=[CH:19][C:18]=3[Cl:26])=[N:16][C:12]=2[CH:11]=[CH:10][N:9]=1. The catalyst class is: 33.